From a dataset of Full USPTO retrosynthesis dataset with 1.9M reactions from patents (1976-2016). Predict the reactants needed to synthesize the given product. (1) Given the product [N:10]1[C:5]2[CH:4]=[CH:3][CH:19]=[CH:20][C:6]=2[NH:2][CH:11]=1, predict the reactants needed to synthesize it. The reactants are: Cl[N:2]1[C:6](=O)[CH2:5][CH2:4][C:3]1=O.Br[N:10]1C(=O)CC[C:11]1=O.IN1C(=O)C[CH2:20][C:19]1=O. (2) Given the product [F:25][C:3]([F:2])([F:24])[C:4]1[CH:22]=[C:21]([F:23])[CH:20]=[CH:19][C:5]=1[CH:6]([O:14][CH:15]1[CH2:18][N:17]([C:31]([NH:30][C:26]([CH3:29])([CH3:28])[CH3:27])=[O:32])[CH2:16]1)[C:7]1[CH:12]=[CH:11][C:10]([Cl:13])=[CH:9][CH:8]=1, predict the reactants needed to synthesize it. The reactants are: Cl.[F:2][C:3]([F:25])([F:24])[C:4]1[CH:22]=[C:21]([F:23])[CH:20]=[CH:19][C:5]=1[CH:6]([O:14][CH:15]1[CH2:18][NH:17][CH2:16]1)[C:7]1[CH:12]=[CH:11][C:10]([Cl:13])=[CH:9][CH:8]=1.[C:26]([N:30]=[C:31]=[O:32])([CH3:29])([CH3:28])[CH3:27].C(=O)([O-])[O-]. (3) Given the product [F:11][C:10]1[C:2](/[CH:44]=[CH:43]/[C:42]([O:46][CH3:47])=[O:45])=[C:3]([C:13]([O:15][CH3:16])=[O:14])[C:4]2[C:8]([CH:9]=1)=[N:7][N:6]([CH3:12])[CH:5]=2, predict the reactants needed to synthesize it. The reactants are: Br[C:2]1[C:10]([F:11])=[CH:9][C:8]2[C:4](=[CH:5][N:6]([CH3:12])[N:7]=2)[C:3]=1[C:13]([O:15][CH3:16])=[O:14].C1(P(C2C=CC=CC=2)C2C=CC=CC=2)C=CC=CC=1.C(=O)([O-])[O-].[K+].[K+].[C:42]([O:46][CH3:47])(=[O:45])[CH:43]=[CH2:44]. (4) Given the product [CH2:7]([O:9][C:10]1[CH:15]=[C:14]([C:2]2[S:3][CH:4]=[CH:5][CH:6]=2)[CH:13]=[CH:12][CH:11]=1)[CH3:8], predict the reactants needed to synthesize it. The reactants are: Br[C:2]1[S:3][CH:4]=[CH:5][CH:6]=1.[CH2:7]([O:9][C:10]1[CH:11]=[C:12](B(O)O)[CH:13]=[CH:14][CH:15]=1)[CH3:8]. (5) Given the product [Cl:34][C:33]1[C:28]([NH:27][C:22]2[CH:23]=[CH:24][CH:25]=[CH:26][C:21]=2[C:20]([NH:19][CH2:18][CH2:17][C:15]#[N:16])=[O:36])=[N:29][C:30]([NH:13][C:9]2[C:4]3[O:5][CH2:6][CH2:7][CH2:8][C:2]([CH3:14])([CH3:1])[C:3]=3[CH:12]=[CH:11][CH:10]=2)=[N:31][CH:32]=1, predict the reactants needed to synthesize it. The reactants are: [CH3:1][C:2]1([CH3:14])[CH2:8][CH2:7][CH2:6][O:5][C:4]2[C:9]([NH2:13])=[CH:10][CH:11]=[CH:12][C:3]1=2.[C:15]([CH2:17][CH2:18][NH:19][C:20](=[O:36])[C:21]1[CH:26]=[CH:25][CH:24]=[CH:23][C:22]=1[NH:27][C:28]1[C:33]([Cl:34])=[CH:32][N:31]=[C:30](Cl)[N:29]=1)#[N:16]. (6) Given the product [CH3:14][C:8]1[CH:7]=[C:3]([C:4]([O:6][CH3:17])=[O:5])[C:2]([CH3:1])=[CH:10][C:9]=1[C:15]([O:26][CH3:25])=[O:16], predict the reactants needed to synthesize it. The reactants are: [CH3:1][C:2]1[CH:10]=[C:9](C(O)=O)[C:8]([CH3:14])=[CH:7][C:3]=1[C:4]([OH:6])=[O:5].[CH3:15][OH:16].[CH3:17][Si](C=[N+]=[N-])(C)C.C[CH2:25][O:26]CC. (7) Given the product [ClH:1].[ClH:35].[Cl:1][C:2]1[CH:7]=[CH:6][CH:5]=[CH:4][C:3]=1[NH:8][C:9]1[CH:17]=[C:16]2[C:12]([C:13]([C:25]3[CH:26]=[C:27]([CH:28]=[CH:29][CH:30]=3)[C:31]([OH:33])=[O:32])=[N:14][NH:15]2)=[CH:11][CH:10]=1, predict the reactants needed to synthesize it. The reactants are: [Cl:1][C:2]1[CH:7]=[CH:6][CH:5]=[CH:4][C:3]=1[NH:8][C:9]1[CH:17]=[C:16]2[C:12]([C:13]([C:25]3[CH:30]=[CH:29][CH:28]=[C:27]([C:31]([O:33]C)=[O:32])[CH:26]=3)=[N:14][N:15]2C(OC(C)(C)C)=O)=[CH:11][CH:10]=1.[ClH:35]. (8) Given the product [Cl:25][C:8]1[N:7]=[C:6]([NH:10][CH:11]2[CH2:13][CH2:12]2)[N:5]=[C:4]([C:14]2[CH:19]=[C:18]([O:20][CH3:21])[CH:17]=[C:16]([Cl:22])[CH:15]=2)[C:3]=1[C:1]#[N:2], predict the reactants needed to synthesize it. The reactants are: [C:1]([C:3]1[C:8](=O)[NH:7][C:6]([NH:10][CH:11]2[CH2:13][CH2:12]2)=[N:5][C:4]=1[C:14]1[CH:19]=[C:18]([O:20][CH3:21])[CH:17]=[C:16]([Cl:22])[CH:15]=1)#[N:2].O=P(Cl)(Cl)[Cl:25]. (9) Given the product [CH3:1][O:14][C:13](=[O:15])[C:12]1[CH:11]=[C:10]([C:9]([F:23])([F:24])[F:8])[CH:18]=[C:17]([C:19]([F:22])([F:20])[F:21])[CH:16]=1, predict the reactants needed to synthesize it. The reactants are: [CH3:1][Si](C=[N+]=[N-])(C)C.[F:8][C:9]([F:24])([F:23])[C:10]1[CH:11]=[C:12]([CH:16]=[C:17]([C:19]([F:22])([F:21])[F:20])[CH:18]=1)[C:13]([OH:15])=[O:14].